This data is from Full USPTO retrosynthesis dataset with 1.9M reactions from patents (1976-2016). The task is: Predict the reactants needed to synthesize the given product. (1) Given the product [F:3][C:4]1[CH:5]=[C:6]([CH:39]=[CH:40][CH:41]=1)[CH2:7][O:8][C:9]1[CH:14]=[C:13]([CH2:15][CH2:16][C:17]([OH:19])=[O:18])[CH:12]=[CH:11][C:10]=1[C:21]1[CH:26]=[CH:25][CH:24]=[C:23]([N:27]([CH3:38])[C:28]([NH:30][CH2:31][CH2:32][CH2:33][CH2:34][CH2:35][CH2:36][CH3:37])=[O:29])[CH:22]=1, predict the reactants needed to synthesize it. The reactants are: [OH-].[Na+].[F:3][C:4]1[CH:5]=[C:6]([CH:39]=[CH:40][CH:41]=1)[CH2:7][O:8][C:9]1[CH:14]=[C:13]([CH2:15][CH2:16][C:17]([O:19]C)=[O:18])[CH:12]=[CH:11][C:10]=1[C:21]1[CH:26]=[CH:25][CH:24]=[C:23]([N:27]([CH3:38])[C:28]([NH:30][CH2:31][CH2:32][CH2:33][CH2:34][CH2:35][CH2:36][CH3:37])=[O:29])[CH:22]=1. (2) Given the product [Cl:40][C:7]1[CH:8]=[CH:9][CH:10]=[C:11]2[C:6]=1[O:5][C:1]1([CH2:4][CH2:3][CH2:2]1)[CH2:13][C@H:12]2[NH:14][C:26](=[O:28])[CH2:25][C:15]1[C:24]2[C:19](=[CH:20][CH:21]=[CH:22][CH:23]=2)[CH:18]=[CH:17][CH:16]=1, predict the reactants needed to synthesize it. The reactants are: [C:1]12([CH2:13][CH:12]([NH2:14])[C:11]3[C:6](=[CH:7][CH:8]=[CH:9][CH:10]=3)[O:5]1)[CH2:4][CH2:3][CH2:2]2.[C:15]1([CH2:25][C:26]([OH:28])=O)[C:24]2[C:19](=[CH:20][CH:21]=[CH:22][CH:23]=2)[CH:18]=[CH:17][CH:16]=1.CCN=C=NCCCN(C)C.[ClH:40].C1C=CC2N(O)N=NC=2C=1.C(N(CC)CC)C.